From a dataset of Peptide-MHC class II binding affinity with 134,281 pairs from IEDB. Regression. Given a peptide amino acid sequence and an MHC pseudo amino acid sequence, predict their binding affinity value. This is MHC class II binding data. (1) The peptide sequence is ERESNSEALSKALSL. The MHC is DRB1_0101 with pseudo-sequence DRB1_0101. The binding affinity (normalized) is 0.192. (2) The MHC is HLA-DPA10103-DPB10401 with pseudo-sequence HLA-DPA10103-DPB10401. The binding affinity (normalized) is 0.989. The peptide sequence is GRSEFAYGSFVRTVS. (3) The peptide sequence is KTDCTKEVEEAWASA. The MHC is DRB1_0101 with pseudo-sequence DRB1_0101. The binding affinity (normalized) is 0.390. (4) The peptide sequence is CGYKDVDKPPFDGMT. The MHC is HLA-DQA10301-DQB10302 with pseudo-sequence HLA-DQA10301-DQB10302. The binding affinity (normalized) is 0.0492.